From a dataset of Reaction yield outcomes from USPTO patents with 853,638 reactions. Predict the reaction yield, written as a fraction of the theoretical maximum amount of product (1.0 means a 100% yield; for example, 0.34 means a 34% yield). The reactants are [O:1]=[C:2]1[CH2:10][C:9]2[C:4](=[CH:5][C:6]([C:11]([C:13]3[CH:14]=[C:15]([NH:19][C:20](=[O:22])[CH3:21])[CH:16]=[CH:17][CH:18]=3)=[O:12])=[CH:7][CH:8]=2)[NH:3]1.[CH:23](OCC)=[O:24].[O-]CC.[Na+].Cl. The catalyst is C(O)C. The product is [OH:24][CH:23]=[C:10]1[C:9]2[C:4](=[CH:5][C:6]([C:11]([C:13]3[CH:14]=[C:15]([NH:19][C:20](=[O:22])[CH3:21])[CH:16]=[CH:17][CH:18]=3)=[O:12])=[CH:7][CH:8]=2)[NH:3][C:2]1=[O:1]. The yield is 0.710.